This data is from Forward reaction prediction with 1.9M reactions from USPTO patents (1976-2016). The task is: Predict the product of the given reaction. (1) Given the reactants [CH3:1][O:2][C:3](=[O:28])[C:4]1[CH:9]=[CH:8][CH:7]=[C:6]([CH2:10][N:11]([C:22]2[CH:27]=[CH:26][CH:25]=[CH:24][CH:23]=2)[C:12](=[O:21])[C:13]#[C:14][C:15]2[CH:20]=[CH:19][CH:18]=[CH:17][CH:16]=2)[CH:5]=1.C1(P(C2C=CC=CC=2)C2C=CC=CC=2)C=CC=CC=1.[Cl:48][C:49]1[CH:54]=[CH:53][C:52](I)=[CH:51][CH:50]=1.[F-].[Cs+], predict the reaction product. The product is: [CH3:1][O:2][C:3](=[O:28])[C:4]1[CH:9]=[CH:8][CH:7]=[C:6]([CH2:10][N:11]2[C:22]3[C:27](=[CH:26][CH:25]=[CH:24][CH:23]=3)/[C:13](=[C:14](\[C:52]3[CH:53]=[CH:54][C:49]([Cl:48])=[CH:50][CH:51]=3)/[C:15]3[CH:16]=[CH:17][CH:18]=[CH:19][CH:20]=3)/[C:12]2=[O:21])[CH:5]=1. (2) Given the reactants [F:1][C:2]1[CH:10]=[CH:9][C:5]([C:6]([OH:8])=[O:7])=[CH:4][C:3]=1[OH:11].[CH3:12][C:13]1C=CC(S(O)(=O)=O)=CC=1, predict the reaction product. The product is: [F:1][C:2]1[CH:10]=[CH:9][C:5]([C:6]([O:8][CH2:12][CH3:13])=[O:7])=[CH:4][C:3]=1[OH:11]. (3) Given the reactants Cl[C:2]1[N:7]=[C:6]([C:8]2[S:12][C:11]([CH:13]3[CH2:18][CH2:17][O:16][CH2:15][CH2:14]3)=[N:10][C:9]=2[C:19]2[CH:20]=[CH:21][C:22]([F:37])=[C:23]([NH:25][S:26]([C:29]3[CH:34]=[C:33]([F:35])[CH:32]=[CH:31][C:30]=3[F:36])(=[O:28])=[O:27])[CH:24]=2)[CH:5]=[CH:4][N:3]=1.[CH2:38]([NH2:42])[CH:39]([CH3:41])[CH3:40], predict the reaction product. The product is: [F:36][C:30]1[CH:31]=[CH:32][C:33]([F:35])=[CH:34][C:29]=1[S:26]([NH:25][C:23]1[CH:24]=[C:19]([C:9]2[N:10]=[C:11]([CH:13]3[CH2:18][CH2:17][O:16][CH2:15][CH2:14]3)[S:12][C:8]=2[C:6]2[CH:5]=[CH:4][N:3]=[C:2]([NH:42][CH2:38][CH:39]([CH3:41])[CH3:40])[N:7]=2)[CH:20]=[CH:21][C:22]=1[F:37])(=[O:28])=[O:27]. (4) Given the reactants [F:1][CH:2]([F:43])[C:3]1[CH:12]=[C:11]2[C:6]([CH2:7][CH2:8][CH2:9][N:10]2[C:13]2[C:17]3[CH2:18][N:19]([C:22]([O:24][C:25]([CH3:28])([CH3:27])[CH3:26])=[O:23])[CH2:20][CH2:21][C:16]=3[N:15](COCC[Si](C)(C)C)[N:14]=2)=[CH:5][C:4]=1[C:37]1[CH:38]=[N:39][N:40]([CH3:42])[CH:41]=1.[F-].C([N+](CCCC)(CCCC)CCCC)CCC.CCOC(C)=O, predict the reaction product. The product is: [F:43][CH:2]([F:1])[C:3]1[CH:12]=[C:11]2[C:6]([CH2:7][CH2:8][CH2:9][N:10]2[C:13]2[C:17]3[CH2:18][N:19]([C:22]([O:24][C:25]([CH3:26])([CH3:27])[CH3:28])=[O:23])[CH2:20][CH2:21][C:16]=3[NH:15][N:14]=2)=[CH:5][C:4]=1[C:37]1[CH:38]=[N:39][N:40]([CH3:42])[CH:41]=1. (5) Given the reactants [CH2:1]([O:3][C:4](=[O:12])[C:5]1[CH:10]=[CH:9][CH:8]=[N:7][C:6]=1Cl)[CH3:2].[N:13]1[S:14][N:15]=[C:16]2[CH:21]=[C:20]([OH:22])[CH:19]=[CH:18][C:17]=12.C(=O)([O-])[O-].[Cs+].[Cs+].O, predict the reaction product. The product is: [CH2:1]([O:3][C:4](=[O:12])[C:5]1[CH:10]=[CH:9][CH:8]=[N:7][C:6]=1[O:22][C:20]1[CH:19]=[CH:18][C:17]2=[N:13][S:14][N:15]=[C:16]2[CH:21]=1)[CH3:2]. (6) Given the reactants [CH3:1][O:2][C:3](=[O:15])[CH2:4][O:5][C:6]1[CH:11]=[C:10]([CH3:12])[C:9]([SH:13])=[CH:8][C:7]=1[CH3:14].Cl[CH2:17][C:18]1[S:22][C:21]([C:23]2[CH:28]=[CH:27][C:26]([C:29]([F:32])([F:31])[F:30])=[CH:25][CH:24]=2)=[N:20][C:19]=1[CH3:33].C(=O)([O-])[O-].[Cs+].[Cs+], predict the reaction product. The product is: [CH3:1][O:2][C:3](=[O:15])[CH2:4][O:5][C:6]1[CH:11]=[C:10]([CH3:12])[C:9]([S:13][CH2:17][C:18]2[S:22][C:21]([C:23]3[CH:24]=[CH:25][C:26]([C:29]([F:32])([F:30])[F:31])=[CH:27][CH:28]=3)=[N:20][C:19]=2[CH3:33])=[CH:8][C:7]=1[CH3:14]. (7) Given the reactants [I:1][C:2]1[CH:11]=[C:10]2[C:5]([C:6](=O)[NH:7][CH:8]=[N:9]2)=[CH:4][C:3]=1[N+:13]([O-:15])=[O:14].P(Cl)(Cl)(Cl)=O.C(N(CC)C(C)C)(C)C.[Cl:30][C:31]1[CH:32]=[C:33]([CH:35]=[CH:36][C:37]=1[F:38])[NH2:34].C(N(CC)CC)C, predict the reaction product. The product is: [Cl:30][C:31]1[CH:32]=[C:33]([CH:35]=[CH:36][C:37]=1[F:38])[NH:34][C:6]1[C:5]2[C:10](=[CH:11][C:2]([I:1])=[C:3]([N+:13]([O-:15])=[O:14])[CH:4]=2)[N:9]=[CH:8][N:7]=1. (8) Given the reactants Cl[C:2]1[CH:7]=[C:6]([Cl:8])[N:5]=[CH:4][N:3]=1.[CH3:9][O:10][C:11]1[CH:17]=[C:16]([O:18][CH3:19])[CH:15]=[CH:14][C:12]=1[NH2:13].C(N(CC)C(C)C)(C)C, predict the reaction product. The product is: [Cl:8][C:6]1[N:5]=[CH:4][N:3]=[C:2]([NH:13][C:12]2[CH:14]=[CH:15][C:16]([O:18][CH3:19])=[CH:17][C:11]=2[O:10][CH3:9])[CH:7]=1. (9) Given the reactants Cl[C:2]1[N:7]=[C:6]([C:8]([F:11])([F:10])[F:9])[C:5]([C:12]([O:14][CH2:15][CH3:16])=[O:13])=[CH:4][N:3]=1.[Cl:17][C:18]1[CH:19]=[C:20]([C:26]2([C:31]([F:34])([F:33])[F:32])[CH2:30][CH2:29][NH:28][CH2:27]2)[CH:21]=[C:22]([Cl:25])[C:23]=1[Cl:24].C(=O)([O-])[O-].[K+].[K+], predict the reaction product. The product is: [Cl:17][C:18]1[CH:19]=[C:20]([C:26]2([C:31]([F:34])([F:33])[F:32])[CH2:30][CH2:29][N:28]([C:2]3[N:7]=[C:6]([C:8]([F:11])([F:10])[F:9])[C:5]([C:12]([O:14][CH2:15][CH3:16])=[O:13])=[CH:4][N:3]=3)[CH2:27]2)[CH:21]=[C:22]([Cl:25])[C:23]=1[Cl:24]. (10) Given the reactants [F:1][C:2]1[CH:3]=[C:4]([CH2:18][N:19]2C(=O)C3C(=CC=CC=3)C2=O)[CH:5]=[C:6]([C:8]2[CH:13]=[N:12][C:11]([C:14]([F:17])([F:16])[F:15])=[CH:10][N:9]=2)[CH:7]=1, predict the reaction product. The product is: [F:1][C:2]1[CH:3]=[C:4]([CH2:18][NH2:19])[CH:5]=[C:6]([C:8]2[CH:13]=[N:12][C:11]([C:14]([F:16])([F:17])[F:15])=[CH:10][N:9]=2)[CH:7]=1.